The task is: Predict the reactants needed to synthesize the given product.. This data is from Full USPTO retrosynthesis dataset with 1.9M reactions from patents (1976-2016). (1) Given the product [C:9]([C:8]1[CH:11]=[CH:12][C:5]([N:4]([CH2:17][C:18]([F:19])([F:20])[F:21])[CH2:3][CH2:2][O:1][C:23]2[CH:28]=[CH:27][C:26]([S:29]([NH2:32])(=[O:31])=[O:30])=[CH:25][CH:24]=2)=[CH:6][C:7]=1[C:13]([F:15])([F:16])[F:14])#[N:10], predict the reactants needed to synthesize it. The reactants are: [OH:1][CH2:2][CH2:3][N:4]([CH2:17][C:18]([F:21])([F:20])[F:19])[C:5]1[CH:12]=[CH:11][C:8]([C:9]#[N:10])=[C:7]([C:13]([F:16])([F:15])[F:14])[CH:6]=1.O[C:23]1[CH:28]=[CH:27][C:26]([S:29]([NH2:32])(=[O:31])=[O:30])=[CH:25][CH:24]=1. (2) Given the product [NH2:24][C:21]1[CH:22]=[CH:23][C:18]([O:17][C:16]2[CH:15]=[CH:14][N:13]=[C:12]3[N:8]([CH2:7][C:6]4[CH:27]=[CH:28][C:3]([O:2][CH3:1])=[CH:4][CH:5]=4)[N:9]=[C:10]([N:34]4[CH2:35][CH2:36][CH:31]([N:30]([CH3:37])[CH3:29])[CH2:32][CH2:33]4)[C:11]=23)=[C:19]([F:25])[CH:20]=1, predict the reactants needed to synthesize it. The reactants are: [CH3:1][O:2][C:3]1[CH:28]=[CH:27][C:6]([CH2:7][N:8]2[C:12]3=[N:13][CH:14]=[CH:15][C:16]([O:17][C:18]4[CH:23]=[CH:22][C:21]([NH2:24])=[CH:20][C:19]=4[F:25])=[C:11]3[C:10](I)=[N:9]2)=[CH:5][CH:4]=1.[CH3:29][N:30]([CH3:37])[CH:31]1[CH2:36][CH2:35][NH:34][CH2:33][CH2:32]1.N1CCC[C@H]1C(O)=O.C([O-])([O-])=O.[K+].[K+]. (3) Given the product [OH:3][N:2]=[C:16]([C:15]1[N:11]([CH3:10])[N:12]=[CH:13][CH:14]=1)[C:17]#[C:18][C:19]1[CH:24]=[CH:23][C:22]([C:25]([F:28])([F:27])[F:26])=[CH:21][CH:20]=1, predict the reactants needed to synthesize it. The reactants are: Cl.[NH2:2][OH:3].C(=O)([O-])[O-].[Na+].[Na+].[CH3:10][N:11]1[C:15]([C:16](=O)[C:17]#[C:18][C:19]2[CH:24]=[CH:23][C:22]([C:25]([F:28])([F:27])[F:26])=[CH:21][CH:20]=2)=[CH:14][CH:13]=[N:12]1. (4) Given the product [CH3:32][N:33]1[CH:37]=[C:36]([C:2]2[N:7]=[C:6]([CH2:8][O:9][C:10]3[CH:11]=[C:12]4[C:17](=[CH:18][CH:19]=3)[C:16]3=[CH:20][C:21]([O:25][CH2:26][CH:27]5[CH2:31][CH2:30][CH2:29][O:28]5)=[N:22][C:23](=[O:24])[N:15]3[CH2:14][CH2:13]4)[CH:5]=[CH:4][CH:3]=2)[CH:35]=[N:34]1, predict the reactants needed to synthesize it. The reactants are: Br[C:2]1[N:7]=[C:6]([CH2:8][O:9][C:10]2[CH:11]=[C:12]3[C:17](=[CH:18][CH:19]=2)[C:16]2=[CH:20][C:21]([O:25][CH2:26][CH:27]4[CH2:31][CH2:30][CH2:29][O:28]4)=[N:22][C:23](=[O:24])[N:15]2[CH2:14][CH2:13]3)[CH:5]=[CH:4][CH:3]=1.[CH3:32][N:33]1[CH:37]=[C:36](B2OC(C)(C)C(C)(C)O2)[CH:35]=[N:34]1. (5) Given the product [CH3:1][NH:2][CH2:3][CH2:4][CH2:5][CH2:6][CH2:7][CH2:8][CH2:9][CH2:10][C:11]1[CH:12]=[CH:13][CH:14]=[CH:15][CH:16]=1, predict the reactants needed to synthesize it. The reactants are: [CH3:1][NH:2][C:3](=O)[CH2:4][CH2:5][CH2:6][CH2:7][CH2:8][CH2:9][CH2:10][C:11]1[CH:16]=[CH:15][CH:14]=[CH:13][CH:12]=1.[H-].[Al+3].[Li+].[H-].[H-].[H-]. (6) Given the product [Cl:18][C:14]1[CH:13]=[C:12]([CH:17]=[CH:16][CH:15]=1)[CH2:11][N:10]1[C:6]([C:4]([OH:3])=[O:5])=[CH:7][C:8]2[S:21][C:20]([C:31]3[CH:32]=[CH:33][C:28]([O:27][CH:24]([CH3:26])[CH3:25])=[CH:29][CH:30]=3)=[C:19]([CH3:23])[C:9]1=2, predict the reactants needed to synthesize it. The reactants are: C([O:3][C:4]([C:6]1[N:10]([CH2:11][C:12]2[CH:17]=[CH:16][CH:15]=[C:14]([Cl:18])[CH:13]=2)[C:9]2[C:19]([CH3:23])=[C:20](Br)[S:21][C:8]=2[CH:7]=1)=[O:5])C.[CH:24]([O:27][C:28]1[CH:33]=[CH:32][C:31]([Sn](C)(C)C)=[CH:30][CH:29]=1)([CH3:26])[CH3:25]. (7) Given the product [CH3:57][C:52]1[C:53]([C:54]([N:86]2[CH2:85][CH2:84][CH:83]([N:68]3[CH2:73][CH2:72][CH:71]([OH:74])[CH2:70][CH2:69]3)[CH2:88][CH2:87]2)=[O:56])=[C:48]([CH3:47])[N:49]=[C:50]([C:58]2[CH:63]=[CH:62][CH:61]=[C:60]([C:64]([F:65])([F:66])[F:67])[CH:59]=2)[N:51]=1, predict the reactants needed to synthesize it. The reactants are: BrC1C=C(C)C(C(N2CCC(N3CCCC3)CC2)=O)=C(C)C=1.BrC1C=C(C)C(C(N2CCC(N3CCC[C@H]3CO)CC2)=O)=C(C)C=1.[CH3:47][C:48]1[C:53]([C:54]([OH:56])=O)=[C:52]([CH3:57])[N:51]=[C:50]([C:58]2[CH:63]=[CH:62][CH:61]=[C:60]([C:64]([F:67])([F:66])[F:65])[CH:59]=2)[N:49]=1.[N:68]1([CH:83]2[CH2:88][CH2:87][NH:86][CH2:85][CH2:84]2)[CH2:73][CH2:72][CH:71]([O:74]C(=O)C2C=CC=CC=2)[CH2:70][CH2:69]1. (8) Given the product [CH3:15][O:14][N:12]([CH3:13])[C:10](=[O:11])[CH:9]=[CH:8][C:4]1[CH:3]=[C:2]([C:21]2[CH:22]=[CH:23][C:18]([S:17][CH3:16])=[CH:19][CH:20]=2)[CH:7]=[CH:6][CH:5]=1, predict the reactants needed to synthesize it. The reactants are: Br[C:2]1[CH:3]=[C:4]([CH:8]=[CH:9][C:10]([N:12]([O:14][CH3:15])[CH3:13])=[O:11])[CH:5]=[CH:6][CH:7]=1.[CH3:16][S:17][C:18]1[CH:23]=[CH:22][C:21](B(O)O)=[CH:20][CH:19]=1.C(=O)([O-])[O-].[Na+].[Na+].